Dataset: Full USPTO retrosynthesis dataset with 1.9M reactions from patents (1976-2016). Task: Predict the reactants needed to synthesize the given product. (1) The reactants are: [Cl:1][CH2:2][CH2:3][CH2:4][O:5][C:6]1[CH:11]=[CH:10][C:9]([C:12](=O)[CH3:13])=[CH:8][CH:7]=1.O.[C:16]([OH:20])(=O)[CH:17]=O.O.[NH2:22][NH2:23]. Given the product [Cl:1][CH2:2][CH2:3][CH2:4][O:5][C:6]1[CH:11]=[CH:10][C:9]([C:12]2[CH:13]=[CH:17][C:16](=[O:20])[NH:22][N:23]=2)=[CH:8][CH:7]=1, predict the reactants needed to synthesize it. (2) Given the product [F:1][C@H:2]1[CH2:19][C@@:17]2([CH3:18])[C@@H:13]([CH2:14][CH2:15][C:16]2=[O:20])[C@H:12]2[C@H:3]1[C:4]1[CH:5]=[CH:6][C:7]([OH:27])=[CH:8][C:9]=1[CH2:10][C@H:11]2[CH2:21][CH2:22][CH2:23][CH2:24][CH2:25][N:32]([CH2:31][CH:30]=[C:29]([F:28])[C:34]([F:39])([F:40])[C:35]([F:36])([F:37])[F:38])[CH3:33], predict the reactants needed to synthesize it. The reactants are: [F:1][C@H:2]1[CH2:19][C@@:17]2([CH3:18])[C@@H:13]([CH2:14][CH2:15][C:16]2=[O:20])[C@H:12]2[C@H:3]1[C:4]1[CH:5]=[CH:6][C:7]([OH:27])=[CH:8][C:9]=1[CH2:10][C@H:11]2[CH2:21][CH2:22][CH2:23][CH2:24][CH2:25]I.[F:28][C:29]([C:34]([F:40])([F:39])[C:35]([F:38])([F:37])[F:36])=[CH:30][CH2:31][NH:32][CH3:33].